This data is from Forward reaction prediction with 1.9M reactions from USPTO patents (1976-2016). The task is: Predict the product of the given reaction. (1) Given the reactants C(OC([N:8]([CH:10]1[CH2:14][CH2:13][N:12]([S:15]([C:18]2[C:19]3[C:20]([Cl:29])=[CH:21][N:22]=[C:23]([Cl:28])[C:24]=3[CH:25]=[CH:26][CH:27]=2)(=[O:17])=[O:16])[CH2:11]1)[CH3:9])=O)(C)(C)C.ClC1C2C=CC=C(S(Cl)(=O)=[O:42])C=2C(Cl)=CN=1.C(OC(N(C1CCNC1)C)=O)(C)(C)C.ClC1C2C=CC=C(S(Cl)(=O)=O)C=2C(Br)=CN=1.C(OC(N([C@H]1CCNC1)C)=O)(C)(C)C, predict the reaction product. The product is: [OH:42][C:23]1[C:24]2[CH:25]=[CH:26][CH:27]=[C:18]([S:15]([N:12]3[CH2:13][CH2:14][CH:10]([NH:8][CH3:9])[CH2:11]3)(=[O:16])=[O:17])[C:19]=2[C:20]([Cl:29])=[CH:21][N:22]=1.[ClH:28]. (2) The product is: [CH3:33][O:32][C:24]1[CH:25]=[C:26]([Cl:31])[C:27]([O:29][CH3:30])=[CH:28][C:23]=1[C:21]1[N:22]=[C:18]([NH:17][C:15]([C:6]2[N:5]([CH2:4][C:3]([OH:42])=[O:2])[C:13]3[C:8]([CH:7]=2)=[CH:9][C:10]([CH3:14])=[CH:11][CH:12]=3)=[O:16])[S:19][C:20]=1[CH2:34][CH2:35][CH:36]1[CH2:41][CH2:40][CH2:39][CH2:38][CH2:37]1. Given the reactants C[O:2][C:3](=[O:42])[CH2:4][N:5]1[C:13]2[C:8](=[CH:9][C:10]([CH3:14])=[CH:11][CH:12]=2)[CH:7]=[C:6]1[C:15]([NH:17][C:18]1[S:19][C:20]([CH2:34][CH2:35][CH:36]2[CH2:41][CH2:40][CH2:39][CH2:38][CH2:37]2)=[C:21]([C:23]2[CH:28]=[C:27]([O:29][CH3:30])[C:26]([Cl:31])=[CH:25][C:24]=2[O:32][CH3:33])[N:22]=1)=[O:16].Cl, predict the reaction product. (3) Given the reactants CCN(C(C)C)C(C)C.[F:10][C:11]([F:28])([F:27])[O:12][C:13]1[CH:14]=[CH:15][CH:16]=[C:17]2[C:22]=1[O:21][C:20](=[O:23])[C:19]([C:24]([OH:26])=O)=[CH:18]2.CN(C(ON1N=NC2C=CC=NC1=2)=[N+](C)C)C.F[P-](F)(F)(F)(F)F.[C:53]([C:55]1[CH:60]=[CH:59][CH:58]=[CH:57][C:56]=1[C:61]1[CH:66]=[CH:65][CH:64]=[C:63]([NH2:67])[CH:62]=1)#[N:54], predict the reaction product. The product is: [C:53]([C:55]1[CH:60]=[CH:59][CH:58]=[CH:57][C:56]=1[C:61]1[CH:66]=[CH:65][CH:64]=[C:63]([NH:67][C:24]([C:19]2[C:20](=[O:23])[O:21][C:22]3[C:17]([CH:18]=2)=[CH:16][CH:15]=[CH:14][C:13]=3[O:12][C:11]([F:10])([F:28])[F:27])=[O:26])[CH:62]=1)#[N:54]. (4) The product is: [CH:17]([C:14]1[CH:13]=[CH:12][CH:11]=[C:10]2[C:15]=1[CH2:16][NH:8][CH2:9]2)=[CH2:18]. Given the reactants C([N:8]1[CH2:16][C:15]2[C:10](=[CH:11][CH:12]=[CH:13][C:14]=2[CH:17]=[CH2:18])[CH2:9]1)C1C=CC=CC=1.ClC(OC(Cl)C)=O, predict the reaction product. (5) Given the reactants Cl.N1C[CH2:6][C:5](=[C:8]2[CH:24]=[CH:23][CH:22]=[C:10]([O:11][C:12]3[CH:17]=[CH:16][C:15]([C:18]([F:21])([F:20])[F:19])=[CH:14][N:13]=3)[CH:9]2C)CC1.[Cl:26][C:27]1[N:32]=[C:31]([NH:33]C(=O)OC2C=CC=CC=2)[CH:30]=[N:29][CH:28]=1.[CH:43]([N:46]([CH:49]([CH3:51])C)[CH2:47][CH3:48])(C)C.CS(C)=[O:54], predict the reaction product. The product is: [Cl:26][C:27]1[N:32]=[C:31]([NH:33][C:43]([N:46]2[CH2:47][CH2:48][C:6](=[CH:5][C:8]3[CH:24]=[CH:23][CH:22]=[C:10]([O:11][C:12]4[CH:17]=[CH:16][C:15]([C:18]([F:19])([F:20])[F:21])=[CH:14][N:13]=4)[CH:9]=3)[CH2:51][CH2:49]2)=[O:54])[CH:30]=[N:29][CH:28]=1. (6) Given the reactants [F:1][C:2]1[CH:3]=[C:4]([NH2:12])[C:5](=[CH:9][C:10]=1[F:11])[C:6]([OH:8])=[O:7].Cl[CH2:14][CH2:15]Cl.C(=O)C.C(O[BH-](OC(=O)C)OC(=O)C)(=O)C.[Na+], predict the reaction product. The product is: [CH2:14]([NH:12][C:4]1[CH:3]=[C:2]([F:1])[C:10]([F:11])=[CH:9][C:5]=1[C:6]([OH:8])=[O:7])[CH3:15]. (7) Given the reactants C([N:8]1[CH2:13][CH2:12][O:11][CH2:10][C@H:9]1[C:14]([CH3:22])([CH3:21])[O:15][SiH2:16][C:17]([CH3:20])([CH3:19])[CH3:18])C1C=CC=CC=1, predict the reaction product. The product is: [C:17]([SiH2:16][O:15][C:14]([CH3:22])([CH3:21])[C@@H:9]1[CH2:10][O:11][CH2:12][CH2:13][NH:8]1)([CH3:20])([CH3:18])[CH3:19]. (8) Given the reactants [OH:1][C:2]1[CH:3]=[C:4]([CH:8]([CH3:12])[C:9]([OH:11])=[O:10])[CH:5]=[CH:6][CH:7]=1.F[C:14]1[CH:21]=[CH:20][C:19]([C:22]([F:25])([F:24])[F:23])=[CH:18][C:15]=1[CH:16]=[O:17].C(=O)([O-])[O-].[K+].[K+], predict the reaction product. The product is: [CH:16]([C:15]1[CH:18]=[C:19]([C:22]([F:23])([F:24])[F:25])[CH:20]=[CH:21][C:14]=1[O:1][C:2]1[CH:3]=[C:4]([CH:8]([CH3:12])[C:9]([OH:11])=[O:10])[CH:5]=[CH:6][CH:7]=1)=[O:17]. (9) Given the reactants C(N(CC)CC)C.[Si]([O:25][CH2:26][C@H:27]1[O:31][C@@H:30]([N:32]2[CH:39]=[C:38]([CH3:40])[C:36](=[O:37])[NH:35][C:33]2=[O:34])[C@H:29]([O:41][CH2:42][CH2:43][O:44][N:45]([CH2:48][CH3:49])[CH2:46][CH3:47])[C@@H:28]1[OH:50])(C(C)(C)C)(C1C=CC=CC=1)C1C=CC=CC=1, predict the reaction product. The product is: [CH2:48]([N:45]([CH2:46][CH3:47])[O:44][CH2:43][CH2:42][O:41][C@@H:29]1[C@H:28]([OH:50])[C@@H:27]([CH2:26][OH:25])[O:31][C@H:30]1[N:32]1[CH:39]=[C:38]([CH3:40])[C:36](=[O:37])[NH:35][C:33]1=[O:34])[CH3:49]. (10) Given the reactants [NH2:1][C:2]1[CH:41]=[CH:40][C:5]([O:6][C:7]2[CH:12]=[CH:11][N:10]=[C:9]3[N:13]([CH2:31][C:32]4[CH:37]=[CH:36][C:35]([O:38][CH3:39])=[CH:34][CH:33]=4)[N:14]=[C:15]([O:16][CH2:17][CH:18]4[CH2:23][CH2:22][N:21](C(OC(C)(C)C)=O)[CH2:20][CH2:19]4)[C:8]=23)=[C:4]([F:42])[CH:3]=1.[F:43][C:44]1[CH:49]=[CH:48][C:47]([N:50]2[C:55](=[O:56])[C:54]([C:57](O)=[O:58])=[CH:53][CH:52]=[N:51]2)=[CH:46][CH:45]=1.C(O)(C(F)(F)F)=O, predict the reaction product. The product is: [F:42][C:4]1[CH:3]=[C:2]([NH:1][C:57]([C:54]2[C:55](=[O:56])[N:50]([C:47]3[CH:48]=[CH:49][C:44]([F:43])=[CH:45][CH:46]=3)[N:51]=[CH:52][CH:53]=2)=[O:58])[CH:41]=[CH:40][C:5]=1[O:6][C:7]1[CH:12]=[CH:11][N:10]=[C:9]2[N:13]([CH2:31][C:32]3[CH:37]=[CH:36][C:35]([O:38][CH3:39])=[CH:34][CH:33]=3)[N:14]=[C:15]([O:16][CH2:17][CH:18]3[CH2:19][CH2:20][NH:21][CH2:22][CH2:23]3)[C:8]=12.